From a dataset of Full USPTO retrosynthesis dataset with 1.9M reactions from patents (1976-2016). Predict the reactants needed to synthesize the given product. (1) Given the product [CH2:1]([CH:2]([CH2:3][CH2:4][CH3:5])[C:18]([NH:20][C@@H:21]1[C@H:28]2[C@H:24]([CH2:25][N:26]([CH2:29][C:30]3[CH:35]=[CH:34][CH:33]=[C:32]([C:36]([F:37])([F:38])[F:39])[CH:31]=3)[CH2:27]2)[CH2:23][CH2:22]1)=[O:19])[CH2:7][CH3:8], predict the reactants needed to synthesize it. The reactants are: [C:1]1([C:7]2(C(O)=O)CCC[CH2:8]2)C=[CH:5][CH:4]=[CH:3][CH:2]=1.CC(C)C(C1C=CC=CC=1)[C:18]([NH:20][C@@H:21]1[C@H:28]2[C@H:24]([CH2:25][N:26]([CH2:29][C:30]3[CH:35]=[CH:34][CH:33]=[C:32]([C:36]([F:39])([F:38])[F:37])[CH:31]=3)[CH2:27]2)[CH2:23][CH2:22]1)=[O:19].C(N1C[C@H]2C(N)CC[C@H]2C1)C1C=CC=CC=1. (2) The reactants are: [OH:1][CH2:2][C:3]1[CH:8]=[CH:7][C:6](B(O)O)=[CH:5][CH:4]=1.FC(F)(F)S(O[C:18]1[CH:22]=[CH:21][N:20]([CH3:23])[N:19]=1)(=O)=O.C(=O)([O-])[O-].[Cs+].[Cs+].C(O)C. Given the product [CH3:23][N:20]1[CH:21]=[CH:22][C:18]([C:6]2[CH:7]=[CH:8][C:3]([CH2:2][OH:1])=[CH:4][CH:5]=2)=[N:19]1, predict the reactants needed to synthesize it. (3) Given the product [CH2:1]([C:8]1[S:12][C:11]2[CH:13]=[CH:14][CH:15]=[CH:16][C:10]=2[C:9]=1[C:17]([C:19]1[CH:20]=[C:21]([Br:27])[C:22]([O:26][CH2:29][C:30]([OH:32])=[O:31])=[C:23]([Br:25])[CH:24]=1)=[O:18])[C:2]1[CH:3]=[CH:4][CH:5]=[CH:6][CH:7]=1, predict the reactants needed to synthesize it. The reactants are: [CH2:1]([C:8]1[S:12][C:11]2[CH:13]=[CH:14][CH:15]=[CH:16][C:10]=2[C:9]=1[C:17]([C:19]1[CH:24]=[C:23]([Br:25])[C:22]([OH:26])=[C:21]([Br:27])[CH:20]=1)=[O:18])[C:2]1[CH:7]=[CH:6][CH:5]=[CH:4][CH:3]=1.Br[CH2:29][C:30]([O:32]C)=[O:31]. (4) Given the product [NH2:9][C:6]1[CH:5]=[N:4][C:3]([CH2:1][CH3:2])=[CH:8][N:7]=1, predict the reactants needed to synthesize it. The reactants are: [C:1]([C:3]1[N:4]=[CH:5][C:6]([NH2:9])=[N:7][CH:8]=1)#[CH:2].C(N(CC)CC)C. (5) The reactants are: I[CH2:2][CH3:3].[CH2:4]([N:6]([CH:19]1[CH2:24][CH2:23][CH:22]=[C:21]([C:25]2[N:26]=[C:27]([CH3:30])[NH:28][CH:29]=2)[CH2:20]1)[C:7]1[CH:14]=[CH:13][C:10]([C:11]#[N:12])=[C:9]([C:15]([F:18])([F:17])[F:16])[CH:8]=1)[CH3:5].C1(C)C=CC=CC=1.[OH-].[Na+]. Given the product [CH2:4]([N:6]([CH:19]1[CH2:24][CH2:23][CH:22]=[C:21]([C:25]2[N:26]=[C:2]([CH3:3])[N:28]([CH2:27][CH3:30])[CH:29]=2)[CH2:20]1)[C:7]1[CH:14]=[CH:13][C:10]([C:11]#[N:12])=[C:9]([C:15]([F:16])([F:17])[F:18])[CH:8]=1)[CH3:5], predict the reactants needed to synthesize it.